Dataset: Forward reaction prediction with 1.9M reactions from USPTO patents (1976-2016). Task: Predict the product of the given reaction. (1) Given the reactants [Cl:1][C:2]1[CH:3]=[C:4]([CH2:9][CH2:10][CH2:11][CH2:12][CH2:13][CH2:14][CH2:15][CH2:16]O)[CH:5]=[CH:6][C:7]=1[Cl:8].O.C(OCC)C.[BrH:24], predict the reaction product. The product is: [Br:24][CH2:16][CH2:15][CH2:14][CH2:13][CH2:12][CH2:11][CH2:10][CH2:9][C:4]1[CH:5]=[CH:6][C:7]([Cl:8])=[C:2]([Cl:1])[CH:3]=1. (2) Given the reactants [OH:1][C:2]1[N:10]=[CH:9][C:8]([S:11]([OH:14])(=[O:13])=[O:12])=[CH:7][C:3]=1[C:4]([OH:6])=[O:5].[CH2:15](O)[CH3:16], predict the reaction product. The product is: [OH:1][C:2]1[N:10]=[CH:9][C:8]([S:11]([OH:14])(=[O:13])=[O:12])=[CH:7][C:3]=1[C:4]([O:6][CH2:15][CH3:16])=[O:5]. (3) The product is: [CH3:8][C:7]1[O:6][C:5]([C:9]2[CH:14]=[CH:13][CH:12]=[CH:11][CH:10]=2)=[N:4][C:3]=1[CH2:2][O:15][C:16]1[CH:17]=[CH:18][C:19]([CH2:22][C:23]([O:25][CH3:26])=[O:24])=[CH:20][CH:21]=1. Given the reactants Cl[CH2:2][C:3]1[N:4]=[C:5]([C:9]2[CH:14]=[CH:13][CH:12]=[CH:11][CH:10]=2)[O:6][C:7]=1[CH3:8].[OH:15][C:16]1[CH:21]=[CH:20][C:19]([CH2:22][C:23]([O:25][CH3:26])=[O:24])=[CH:18][CH:17]=1.C(=O)([O-])[O-].[K+].[K+].CN(C)C=O, predict the reaction product. (4) Given the reactants [C:1]([O:5][C:6]([N:8]1[CH2:12][CH2:11][CH2:10][CH:9]1[CH2:13][CH2:14][NH:15][CH2:16][C:17]1[CH:22]=[CH:21][CH:20]=[C:19]([C:23]2[CH:28]=[CH:27][N:26]=[C:25]([Cl:29])[N:24]=2)[CH:18]=1)=[O:7])([CH3:4])([CH3:3])[CH3:2].[CH:30](=O)[CH3:31], predict the reaction product. The product is: [C:1]([O:5][C:6]([N:8]1[CH2:12][CH2:11][CH2:10][CH:9]1[CH2:13][CH2:14][N:15]([CH2:16][C:17]1[CH:22]=[CH:21][CH:20]=[C:19]([C:23]2[CH:28]=[CH:27][N:26]=[C:25]([Cl:29])[N:24]=2)[CH:18]=1)[CH2:30][CH3:31])=[O:7])([CH3:4])([CH3:2])[CH3:3]. (5) Given the reactants [CH2:1]([O:3][C:4]1[C:27]([O:28][CH3:29])=[CH:26][C:7]2[C:8]([C:17]3[CH:25]=[CH:24][C:20]([C:21](O)=[O:22])=[CH:19][CH:18]=3)=[N:9][C@H:10]3[C@@H:15]([C:6]=2[CH:5]=1)[CH2:14][N:13]([CH3:16])[CH2:12][CH2:11]3)[CH3:2].[CH:30]([NH:33][C@@H:34]([CH3:49])[CH2:35][O:36][C:37](=[O:48])[C:38]1[CH:43]=[CH:42][C:41]([O:44][CH3:45])=[C:40]([O:46][CH3:47])[CH:39]=1)([CH3:32])[CH3:31], predict the reaction product. The product is: [CH2:1]([O:3][C:4]1[C:27]([O:28][CH3:29])=[CH:26][C:7]2[C:8]([C:17]3[CH:25]=[CH:24][C:20]([C:21]([N:33]([CH:30]([CH3:32])[CH3:31])[C@@H:34]([CH3:49])[CH2:35][O:36][C:37](=[O:48])[C:38]4[CH:43]=[CH:42][C:41]([O:44][CH3:45])=[C:40]([O:46][CH3:47])[CH:39]=4)=[O:22])=[CH:19][CH:18]=3)=[N:9][C@H:10]3[C@@H:15]([C:6]=2[CH:5]=1)[CH2:14][N:13]([CH3:16])[CH2:12][CH2:11]3)[CH3:2]. (6) Given the reactants [NH2:1][C:2]1[C:7]([C:8]([O:10][CH3:11])=[O:9])=[C:6]([F:12])[C:5](Br)=[CH:4][CH:3]=1.[CH3:14][C:15]1[C:19](B(O)O)=[C:18]([CH3:23])[O:17][N:16]=1.C(=O)([O-])[O-].[Cs+].[Cs+], predict the reaction product. The product is: [NH2:1][C:2]1[C:7]([C:8]([O:10][CH3:11])=[O:9])=[C:6]([F:12])[C:5]([C:19]2[C:15]([CH3:14])=[N:16][O:17][C:18]=2[CH3:23])=[CH:4][CH:3]=1. (7) Given the reactants [S:1]([C:4]1[S:8][C:7]([NH2:9])=[N:6][CH:5]=1)[C:2]#N.[BH4-].[Na+].Br[CH2:13][C:14]([CH3:19])(C)[C:15]([OH:17])=[O:16].[CH:20](N(C(C)C)CC)(C)[CH3:21], predict the reaction product. The product is: [CH2:20]([O:17][C:15](=[O:16])[C:14]([CH3:19])([CH3:13])[CH2:2][S:1][C:4]1[S:8][C:7]([NH2:9])=[N:6][CH:5]=1)[CH3:21].